This data is from Forward reaction prediction with 1.9M reactions from USPTO patents (1976-2016). The task is: Predict the product of the given reaction. Given the reactants [N+:1]([C:4]1[CH:9]=[CH:8][C:7](/[CH:10]=[CH:11]/[C:12]2[N:13]=[C:14]([NH:17][C:18](=[O:27])[O:19][CH2:20][C:21]3[CH:26]=[CH:25][CH:24]=[CH:23][CH:22]=3)[S:15][CH:16]=2)=[CH:6][CH:5]=1)([O-])=O, predict the reaction product. The product is: [NH2:1][C:4]1[CH:9]=[CH:8][C:7]([CH2:10][CH2:11][C:12]2[N:13]=[C:14]([NH:17][C:18](=[O:27])[O:19][CH2:20][C:21]3[CH:22]=[CH:23][CH:24]=[CH:25][CH:26]=3)[S:15][CH:16]=2)=[CH:6][CH:5]=1.